From a dataset of Reaction yield outcomes from USPTO patents with 853,638 reactions. Predict the reaction yield, written as a fraction of the theoretical maximum amount of product (1.0 means a 100% yield; for example, 0.34 means a 34% yield). (1) The yield is 0.470. The catalyst is ClCCl. The product is [CH3:1][O:2][C:3]([C:5]1[S:6][C:7]([C:26]2[CH2:31][CH2:30][CH2:29][CH2:28][CH:27]=2)=[CH:8][C:9]=1[N:10]([CH:11]1[CH2:16][CH2:15][N:14]([C:39](=[O:43])[CH:40]([CH3:42])[CH3:41])[CH2:13][CH2:12]1)[C:17]([C@H:19]1[CH2:24][CH2:23][C@H:22]([CH3:25])[CH2:21][CH2:20]1)=[O:18])=[O:4]. The reactants are [CH3:1][O:2][C:3]([C:5]1[S:6][C:7]([C:26]2[CH2:31][CH2:30][CH2:29][CH2:28][CH:27]=2)=[CH:8][C:9]=1[N:10]([C:17]([C@H:19]1[CH2:24][CH2:23][C@H:22]([CH3:25])[CH2:21][CH2:20]1)=[O:18])[CH:11]1[CH2:16][CH2:15][NH:14][CH2:13][CH2:12]1)=[O:4].C(N(CC)CC)C.[C:39](Cl)(=[O:43])[CH:40]([CH3:42])[CH3:41]. (2) The reactants are [CH2:1]([C@@H:8]1[NH:13][CH2:12][CH2:11][N:10]([C:14]2[CH:19]=[CH:18][C:17]([O:20][CH:21]([F:23])[F:22])=[C:16]([O:24][CH2:25][CH:26]3[CH2:28][CH2:27]3)[CH:15]=2)[CH2:9]1)[C:2]1[CH:7]=[CH:6][CH:5]=[CH:4][CH:3]=1.[NH:29]1[CH:33]=[C:32]([CH2:34][C:35](O)=[O:36])[N:31]=[CH:30]1. No catalyst specified. The product is [CH2:1]([C@H:8]1[CH2:9][N:10]([C:14]2[CH:19]=[CH:18][C:17]([O:20][CH:21]([F:23])[F:22])=[C:16]([O:24][CH2:25][CH:26]3[CH2:28][CH2:27]3)[CH:15]=2)[CH2:11][CH2:12][N:13]1[C:35](=[O:36])[CH2:34][C:32]1[NH:31][CH:30]=[N:29][CH:33]=1)[C:2]1[CH:3]=[CH:4][CH:5]=[CH:6][CH:7]=1. The yield is 0.350. (3) The reactants are [CH3:1][O:2][C:3]1[CH:8]=[CH:7][C:6]([CH:9]([CH3:14])C(OC)=O)=[CH:5][C:4]=1[N+:15]([O-])=O.[C:18]([O:21][CH2:22]C)(=[O:20])C. The catalyst is [Pd].C(O)C. The product is [NH2:15][C:4]1[CH:5]=[C:6]([CH2:9][CH2:14][C:18]([O:21][CH3:22])=[O:20])[CH:7]=[CH:8][C:3]=1[O:2][CH3:1]. The yield is 0.950. (4) The reactants are [Cl:1][C:2]1[CH:3]=[C:4]([CH:8]=[CH:9][CH:10]=1)[C:5]([OH:7])=O.Cl.[CH3:12][O:13][C:14](=[O:19])[C@H:15]([CH2:17][OH:18])[NH2:16].C1C=CC2N(O)N=NC=2C=1.CN1CCOCC1.CCN=C=NCCCN(C)C. The catalyst is CN(C=O)C.C(OCC)(=O)C. The product is [CH3:12][O:13][C:14](=[O:19])[CH:15]([NH:16][C:5](=[O:7])[C:4]1[CH:8]=[CH:9][CH:10]=[C:2]([Cl:1])[CH:3]=1)[CH2:17][OH:18]. The yield is 0.930. (5) The reactants are F[C:2](F)(F)[C:3]([OH:5])=O.F[C:9](F)(F)[C:10]([OH:12])=O.[NH2:15][C:16]1[N:21]=[CH:20][N:19]=[C:18]2[N:22]([CH:26]([C:28]3[CH:35]=[C:34]([CH3:36])[C:31]([C:32]#[N:33])=[C:30]([CH:37]4[CH2:40][NH:39][CH2:38]4)[C:29]=3OCC)[CH3:27])[N:23]=[C:24]([CH3:25])[C:17]=12.CCN(C(C)C)C(C)C.[C:53](O)(=[O:56])CC.F[P-](F)(F)(F)(F)F.[CH3:65][N+](C)=C(N(C)C)ON1C2N=CC=CC=2N=N1. The catalyst is CN(C)C=O. The product is [NH2:15][C:16]1[N:21]=[CH:20][N:19]=[C:18]2[N:22]([CH:26]([C:28]3[CH:35]=[C:34]([CH3:36])[C:31]([C:32]#[N:33])=[C:30]([CH:37]4[CH2:40][N:39]([C:53](=[O:56])[C:10]([OH:12])([CH3:9])[CH3:65])[CH2:38]4)[C:29]=3[O:5][CH2:3][CH3:2])[CH3:27])[N:23]=[C:24]([CH3:25])[C:17]=12. The yield is 0.510. (6) The catalyst is C(Cl)Cl. The yield is 0.810. The reactants are [Cl:1][C:2]1[CH:7]=[C:6]([Cl:8])[CH:5]=[CH:4][C:3]=1[C@H:9]1[C@H:14]([N+:15]([O-:17])=[O:16])[CH2:13][C:12]([CH2:18][NH2:19])=[CH:11][CH2:10]1.[CH3:20][O:21][C:22](=[O:32])[C:23]1[CH:28]=[CH:27][C:26]([C:29](Cl)=[O:30])=[CH:25][CH:24]=1.C(N(C(C)C)CC)(C)C. The product is [Cl:1][C:2]1[CH:7]=[C:6]([Cl:8])[CH:5]=[CH:4][C:3]=1[C@H:9]1[C@H:14]([N+:15]([O-:17])=[O:16])[CH2:13][C:12]([CH2:18][NH:19][C:29]([C:26]2[CH:27]=[CH:28][C:23]([C:22]([O:21][CH3:20])=[O:32])=[CH:24][CH:25]=2)=[O:30])=[CH:11][CH2:10]1. (7) The reactants are [Cl:1][C:2]1[CH:11]=[C:10]2[C:5]([N:6]=[C:7]([C:15]3[CH2:20][CH2:19][N:18](C(OC(C)(C)C)=O)[CH2:17][CH:16]=3)[C:8]3[N:9]2[CH:12]=[N:13][N:14]=3)=[CH:4][CH:3]=1.C(Cl)Cl.FC(F)(F)C(O)=O.C([SiH](CC)CC)C. The catalyst is CO.C(Cl)Cl. The product is [Cl:1][C:2]1[CH:11]=[C:10]2[C:5]([N:6]=[C:7]([CH:15]3[CH2:20][CH2:19][NH:18][CH2:17][CH2:16]3)[C:8]3[N:9]2[CH:12]=[N:13][N:14]=3)=[CH:4][CH:3]=1. The yield is 0.530. (8) The reactants are [CH3:1][O:2][C:3]([CH:5]1[CH2:13][C:12]2[C:7](=[CH:8][CH:9]=[CH:10][C:11]=2[N+:14]([O-])=O)[CH2:6]1)=[O:4].[H][H]. The catalyst is [Pd].C(OCC)(=O)C. The product is [CH3:1][O:2][C:3]([CH:5]1[CH2:13][C:12]2[C:7](=[CH:8][CH:9]=[CH:10][C:11]=2[NH2:14])[CH2:6]1)=[O:4]. The yield is 1.00. (9) The catalyst is C(Cl)Cl. The yield is 0.950. The reactants are [F:1][C:2]1[C:7]([C:8]2[CH:13]=[CH:12][CH:11]=[C:10]([CH3:14])[CH:9]=2)=[C:6]([C@H:15]([O:29][CH2:30][CH2:31][OH:32])[C@@H:16]2[O:21][CH2:20][CH2:19][N:18]([C:22]([O:24][C:25]([CH3:28])([CH3:27])[CH3:26])=[O:23])[CH2:17]2)[CH:5]=[CH:4][CH:3]=1.CCN(CC)CC.[CH3:40][S:41](Cl)(=[O:43])=[O:42].O. The product is [F:1][C:2]1[C:7]([C:8]2[CH:13]=[CH:12][CH:11]=[C:10]([CH3:14])[CH:9]=2)=[C:6]([C@H:15]([O:29][CH2:30][CH2:31][O:32][S:41]([CH3:40])(=[O:43])=[O:42])[C@@H:16]2[O:21][CH2:20][CH2:19][N:18]([C:22]([O:24][C:25]([CH3:26])([CH3:27])[CH3:28])=[O:23])[CH2:17]2)[CH:5]=[CH:4][CH:3]=1.